From a dataset of Catalyst prediction with 721,799 reactions and 888 catalyst types from USPTO. Predict which catalyst facilitates the given reaction. (1) The catalyst class is: 1. Reactant: [H-].[Na+].[O:3]=[C:4]1[C:13]2[C:12]([C:14]([F:17])([F:16])[F:15])=[CH:11][CH:10]=[CH:9][C:8]=2[C@H:7]2[CH2:18][N:19]([C:21]([O:23][C:24]([CH3:27])([CH3:26])[CH3:25])=[O:22])[CH2:20][C@H:6]2[NH:5]1.I[CH3:29]. Product: [CH3:29][N:5]1[C@@H:6]2[CH2:20][N:19]([C:21]([O:23][C:24]([CH3:27])([CH3:26])[CH3:25])=[O:22])[CH2:18][C@@H:7]2[C:8]2[CH:9]=[CH:10][CH:11]=[C:12]([C:14]([F:16])([F:17])[F:15])[C:13]=2[C:4]1=[O:3]. (2) Reactant: [NH2:1][C:2]1[C:14]([C:15]([OH:17])=O)=[C:5]2[N:6]=[C:7]([C:10]([F:13])([F:12])[F:11])[CH:8]=[CH:9][N:4]2[N:3]=1.[CH3:18][O:19][C:20]1[CH:25]=[CH:24][N:23]=[CH:22][C:21]=1[NH2:26].CCN(C(C)C)C(C)C.CN(C(ON1N=NC2C=CC=CC1=2)=[N+](C)C)C.[B-](F)(F)(F)F. Product: [NH2:1][C:2]1[C:14]([C:15]([NH:26][C:21]2[CH:22]=[N:23][CH:24]=[CH:25][C:20]=2[O:19][CH3:18])=[O:17])=[C:5]2[N:6]=[C:7]([C:10]([F:11])([F:12])[F:13])[CH:8]=[CH:9][N:4]2[N:3]=1. The catalyst class is: 37. (3) Reactant: [C:1]([C:5]1[CH:10]=[CH:9][C:8]([F:11])=[CH:7][CH:6]=1)([CH3:4])([CH3:3])[CH3:2].[Li]CCCC.CCCCCC.CN([CH:26]=[O:27])C.Cl. Product: [C:1]([C:5]1[CH:10]=[CH:9][C:8]([F:11])=[C:7]([CH:6]=1)[CH:26]=[O:27])([CH3:4])([CH3:2])[CH3:3]. The catalyst class is: 1. (4) Product: [CH3:11][C:9]1[CH:8]=[CH:7][C:5]2[N:6]=[C:2]([S:1][CH2:13][C:14]([O:16][C:17]([CH3:20])([CH3:19])[CH3:18])=[O:15])[NH:3][C:4]=2[CH:10]=1. Reactant: [SH:1][C:2]1[NH:3][C:4]2[CH:10]=[C:9]([CH3:11])[CH:8]=[CH:7][C:5]=2[N:6]=1.Br[CH2:13][C:14]([O:16][C:17]([CH3:20])([CH3:19])[CH3:18])=[O:15].C([O-])([O-])=O.[Cs+].[Cs+]. The catalyst class is: 3. (5) Reactant: [CH2:1]([NH:8][CH2:9][C:10]1[NH:11][CH:12]=[C:13]([C:15]2[CH:20]=[CH:19][C:18]([C:21]3[CH:26]=[CH:25][CH:24]=[CH:23][CH:22]=3)=[CH:17][CH:16]=2)[N:14]=1)[C:2]1[CH:7]=[CH:6][CH:5]=[CH:4][CH:3]=1.C(=O)([O-])[O-].[K+].[K+].[Br-].[CH3:34][CH2:35][CH2:36][CH2:37][CH2:38][CH3:39]. Product: [CH2:1]([N:8]([CH2:9][C:10]1[NH:11][CH:12]=[C:13]([C:15]2[CH:16]=[CH:17][C:18]([C:21]3[CH:26]=[CH:25][CH:24]=[CH:23][CH:22]=3)=[CH:19][CH:20]=2)[N:14]=1)[CH2:34][CH2:35][CH2:36][CH2:37][CH2:38][CH3:39])[C:2]1[CH:3]=[CH:4][CH:5]=[CH:6][CH:7]=1. The catalyst class is: 35. (6) Reactant: C(=O)([O-])[O-].[Cs+].[Cs+].[F:7][C:8]1[C:13]([F:14])=[C:12]([CH2:15][CH2:16][OH:17])[CH:11]=[CH:10][C:9]=1[OH:18].Br[CH2:20][CH:21]([O:25][CH2:26][CH3:27])[O:22][CH2:23][CH3:24].O. Product: [CH2:23]([O:22][CH:21]([O:25][CH2:26][CH3:27])[CH2:20][O:18][C:9]1[CH:10]=[CH:11][C:12]([CH2:15][CH2:16][OH:17])=[C:13]([F:14])[C:8]=1[F:7])[CH3:24]. The catalyst class is: 3.